This data is from Cav3 T-type calcium channel HTS with 100,875 compounds. The task is: Binary Classification. Given a drug SMILES string, predict its activity (active/inactive) in a high-throughput screening assay against a specified biological target. (1) The molecule is O=C(N1C2CC(CC(C2)(C)C)(C1)C)c1noc(c1)c1cc(OC)c(OC)cc1. The result is 0 (inactive). (2) The molecule is s1c2c(CC(OC2)(CC)C)c2c1[nH]c(=S)n(c2=O)Cc1ccccc1. The result is 0 (inactive).